This data is from Full USPTO retrosynthesis dataset with 1.9M reactions from patents (1976-2016). The task is: Predict the reactants needed to synthesize the given product. Given the product [Br:1][C:2]1[CH:7]=[CH:6][C:5]([Br:8])=[C:4]2[C:3]=1[N:10]=[C:17]([C:11]1[CH:16]=[CH:15][CH:14]=[CH:13][CH:12]=1)[C:18]([C:20]1[CH:25]=[CH:24][CH:23]=[CH:22][CH:21]=1)=[N:9]2, predict the reactants needed to synthesize it. The reactants are: [Br:1][C:2]1[C:3]([NH2:10])=[C:4]([NH2:9])[C:5]([Br:8])=[CH:6][CH:7]=1.[C:11]1([C:17](=O)[C:18]([C:20]2[CH:25]=[CH:24][CH:23]=[CH:22][CH:21]=2)=O)[CH:16]=[CH:15][CH:14]=[CH:13][CH:12]=1.C(O)CCC.C(=O)(O)[O-].[Na+].